Dataset: Full USPTO retrosynthesis dataset with 1.9M reactions from patents (1976-2016). Task: Predict the reactants needed to synthesize the given product. (1) Given the product [F:23][C:17]1[CH:18]=[CH:19][CH:20]=[C:21]([F:22])[C:16]=1[CH2:15][O:14][C:13]1[C:8]2[N:9]([C:5]([C:3]3[S:32][C:31]([C:29]([O:28][CH2:27][CH3:26])=[O:30])=[N:33][CH:2]=3)=[C:6]([CH3:25])[N:7]=2)[CH:10]=[C:11]([CH3:24])[CH:12]=1, predict the reactants needed to synthesize it. The reactants are: Br[CH2:2][C:3]([C:5]1[N:9]2[CH:10]=[C:11]([CH3:24])[CH:12]=[C:13]([O:14][CH2:15][C:16]3[C:21]([F:22])=[CH:20][CH:19]=[CH:18][C:17]=3[F:23])[C:8]2=[N:7][C:6]=1[CH3:25])=O.[CH3:26][CH2:27][O:28][C:29]([C:31]([NH2:33])=[S:32])=[O:30]. (2) Given the product [NH2:12][C:11]1[CH:10]=[C:9]([N:6]2[CH:2]([CH3:1])[CH2:3][CH2:4][C:5]2=[O:7])[CH:15]=[CH:14][CH:13]=1, predict the reactants needed to synthesize it. The reactants are: [CH3:1][CH:2]1[NH:6][C:5](=[O:7])[CH2:4][CH2:3]1.I[C:9]1[CH:10]=[C:11]([CH:13]=[CH:14][CH:15]=1)[NH2:12].C(=O)([O-])[O-].[Cs+].[Cs+]. (3) Given the product [CH2:54]([O:56][C:57]([C:59]1[N:60]=[CH:61][N:62]2[C:68]=1[CH2:67][N:66]([C:11](=[O:13])[CH2:10][C@H:9]([NH:8][C:6]([O:5][C:1]([CH3:2])([CH3:3])[CH3:4])=[O:7])[CH2:14][C:15]1[CH:20]=[C:19]([F:21])[C:18]([F:22])=[CH:17][C:16]=1[F:23])[CH2:65][C:64]1[CH:69]=[CH:70][CH:71]=[CH:72][C:63]2=1)=[O:58])[CH3:55], predict the reactants needed to synthesize it. The reactants are: [C:1]([O:5][C:6]([NH:8][C@H:9]([CH2:14][C:15]1[CH:20]=[C:19]([F:21])[C:18]([F:22])=[CH:17][C:16]=1[F:23])[CH2:10][C:11]([OH:13])=O)=[O:7])([CH3:4])([CH3:3])[CH3:2].C1C=CC2N(O)N=NC=2C=1.C(Cl)CCl.CCN(C(C)C)C(C)C.FC(F)(F)C(O)=O.[CH2:54]([O:56][C:57]([C:59]1[N:60]=[CH:61][N:62]2[C:68]=1[CH2:67][NH:66][CH2:65][C:64]1[CH:69]=[CH:70][CH:71]=[CH:72][C:63]2=1)=[O:58])[CH3:55].